Predict the product of the given reaction. From a dataset of Forward reaction prediction with 1.9M reactions from USPTO patents (1976-2016). The product is: [Cl:3][C:4]1[CH:9]=[CH:8][N:7]=[C:6]2[N:10]([CH2:14][O:15][CH2:16][CH2:17][Si:18]([CH3:21])([CH3:20])[CH3:19])[CH:11]=[CH:12][C:5]=12. Given the reactants [H-].[Na+].[Cl:3][C:4]1[CH:9]=[CH:8][N:7]=[C:6]2[NH:10][CH:11]=[CH:12][C:5]=12.Cl[CH2:14][O:15][CH2:16][CH2:17][Si:18]([CH3:21])([CH3:20])[CH3:19], predict the reaction product.